This data is from Forward reaction prediction with 1.9M reactions from USPTO patents (1976-2016). The task is: Predict the product of the given reaction. (1) Given the reactants CC(OC([NH:8][C@H:9]([C:17](ON1C(=O)CCC1=O)=[O:18])[CH2:10][C:11]1[CH:16]=[CH:15][CH:14]=[CH:13][CH:12]=1)=O)(C)C.[NH:27](Cl)[C@H:28]([C:37]([O:39][CH2:40][CH3:41])=[O:38])[CH2:29][C:30]1[CH:35]=[CH:34][C:33]([OH:36])=[CH:32][CH:31]=1.CN1CCOCC1, predict the reaction product. The product is: [NH2:8][C@H:9]([C:17]([NH:27][C@H:28]([C:37]([O:39][CH2:40][CH3:41])=[O:38])[CH2:29][C:30]1[CH:35]=[CH:34][C:33]([OH:36])=[CH:32][CH:31]=1)=[O:18])[CH2:10][C:11]1[CH:12]=[CH:13][CH:14]=[CH:15][CH:16]=1. (2) Given the reactants [NH2:1][C:2]1[C:3]([C:9]([NH:11][NH2:12])=[O:10])=[N:4][C:5]([Br:8])=[CH:6][N:7]=1.[Br:13][CH2:14][C:15]1[CH:23]=[CH:22][C:18]([C:19](O)=O)=[CH:17][CH:16]=1.BrP(Br)(C1C=CC=CC=1)(C1C=CC=CC=1)C1C=CC=CC=1.C(N(C(C)C)CC)(C)C, predict the reaction product. The product is: [Br:8][C:5]1[N:4]=[C:3]([C:9]2[O:10][C:19]([C:18]3[CH:22]=[CH:23][C:15]([CH2:14][Br:13])=[CH:16][CH:17]=3)=[N:12][N:11]=2)[C:2]([NH2:1])=[N:7][CH:6]=1. (3) Given the reactants Br[C:2]1[CH:3]=[CH:4][C:5]([C:8]2[S:9][C:10]3[CH:16]=[CH:15][CH:14]=[CH:13][C:11]=3[N:12]=2)=[N:6][CH:7]=1.CC1(C)C(C)(C)OB([C:25]2[CH:26]=[CH:27][C:28]([C:31]3[S:32][C:33]4[CH:39]=[CH:38][CH:37]=[CH:36][C:34]=4[N:35]=3)=[N:29][CH:30]=2)O1.C([O-])([O-])=O.[Na+].[Na+].O, predict the reaction product. The product is: [S:9]1[C:10]2[CH:16]=[CH:15][CH:14]=[CH:13][C:11]=2[N:12]=[C:8]1[C:5]1[N:6]=[CH:7][C:2]([C:25]2[CH:30]=[N:29][C:28]([C:31]3[S:32][C:33]4[CH:39]=[CH:38][CH:37]=[CH:36][C:34]=4[N:35]=3)=[CH:27][CH:26]=2)=[CH:3][CH:4]=1. (4) The product is: [Cl:24][C:25]1[N:26]=[C:27]([CH3:33])[NH:28][C:29]=1[C:30]([NH:1][CH2:2][C:3]1[CH:8]=[CH:7][C:6]([Cl:9])=[C:5]([O:10][C:11]2[CH:18]=[C:17]([C:19]([F:22])([F:20])[F:21])[CH:16]=[C:13]([C:14]#[N:15])[CH:12]=2)[C:4]=1[F:23])=[O:31]. Given the reactants [NH2:1][CH2:2][C:3]1[C:4]([F:23])=[C:5]([O:10][C:11]2[CH:12]=[C:13]([CH:16]=[C:17]([C:19]([F:22])([F:21])[F:20])[CH:18]=2)[C:14]#[N:15])[C:6]([Cl:9])=[CH:7][CH:8]=1.[Cl:24][C:25]1[N:26]=[C:27]([CH3:33])[NH:28][C:29]=1[C:30](O)=[O:31].CN(C(ON1N=NC2C=CC=NC1=2)=[N+](C)C)C.F[P-](F)(F)(F)(F)F.C(N(C(C)C)CC)(C)C, predict the reaction product. (5) Given the reactants [CH:1]1([O:6][C:7](=[O:43])[C@H:8]([NH:15][CH2:16][C:17]2[CH:22]=[CH:21][C:20]([NH:23][C:24](=[O:42])[CH2:25][CH2:26][CH2:27][CH2:28][CH2:29][CH2:30][C:31](=[O:41])[NH:32][O:33]C(OCC(C)C)C)=[CH:19][CH:18]=2)[C:9]2[CH:14]=[CH:13][CH:12]=[CH:11][CH:10]=2)[CH2:5][CH2:4][CH2:3][CH2:2]1.Cl, predict the reaction product. The product is: [CH:1]1([O:6][C:7](=[O:43])[C@H:8]([NH:15][CH2:16][C:17]2[CH:18]=[CH:19][C:20]([NH:23][C:24](=[O:42])[CH2:25][CH2:26][CH2:27][CH2:28][CH2:29][CH2:30][C:31](=[O:41])[NH:32][OH:33])=[CH:21][CH:22]=2)[C:9]2[CH:14]=[CH:13][CH:12]=[CH:11][CH:10]=2)[CH2:5][CH2:4][CH2:3][CH2:2]1. (6) Given the reactants CS(C)=O.C(Cl)(=O)C(Cl)=O.[OH:11][CH2:12][CH2:13][CH2:14][NH:15][C:16](=[O:32])[O:17][CH2:18][CH:19]1[C:31]2[CH:30]=[CH:29][CH:28]=[CH:27][C:26]=2[C:25]2[C:20]1=[CH:21][CH:22]=[CH:23][CH:24]=2.CCN(C(C)C)C(C)C, predict the reaction product. The product is: [O:11]=[CH:12][CH2:13][CH2:14][NH:15][C:16](=[O:32])[O:17][CH2:18][CH:19]1[C:20]2[CH:21]=[CH:22][CH:23]=[CH:24][C:25]=2[C:26]2[C:31]1=[CH:30][CH:29]=[CH:28][CH:27]=2. (7) The product is: [C:103]([C:101]1[CH:100]=[CH:99][C:96]2[C:97](=[O:98])[N:91]([C:87]3[CH:88]=[CH:89][CH:90]=[C:83]([C:2]4[CH:3]=[C:4]([NH:10][C:11]5[CH:16]=[CH:15][C:14]([C:17]([N:19]6[CH2:24][CH2:23][O:22][CH2:21][CH2:20]6)=[O:18])=[CH:13][N:12]=5)[C:5](=[O:9])[N:6]([CH3:8])[N:7]=4)[C:84]=3[CH:85]=[O:86])[CH2:92][CH2:93][O:94][C:95]=2[CH:102]=1)([CH3:106])([CH3:104])[CH3:105]. Given the reactants Cl[C:2]1[CH:3]=[C:4]([NH:10][C:11]2[CH:16]=[CH:15][C:14]([C:17]([N:19]3[CH2:24][CH2:23][O:22][CH2:21][CH2:20]3)=[O:18])=[CH:13][N:12]=2)[C:5](=[O:9])[N:6]([CH3:8])[N:7]=1.B1(B2OC(C)(C)C(C)(C)O2)OC(C)(C)C(C)(C)O1.CC(C1C=C(C(C)C)C(C2C=CC=CC=2P(C2CCCCC2)C2CCCCC2)=C(C(C)C)C=1)C.CC([O-])=O.[K+].Br[C:83]1[CH:90]=[CH:89][CH:88]=[C:87]([N:91]2[C:97](=[O:98])[C:96]3[CH:99]=[CH:100][C:101]([C:103]([CH3:106])([CH3:105])[CH3:104])=[CH:102][C:95]=3[O:94][CH2:93][CH2:92]2)[C:84]=1[CH:85]=[O:86].C([O-])([O-])=O.[K+].[K+].P(C1CCCCC1)(C1CCCCC1)C1CCCCC1, predict the reaction product.